Dataset: Reaction yield outcomes from USPTO patents with 853,638 reactions. Task: Predict the reaction yield, written as a fraction of the theoretical maximum amount of product (1.0 means a 100% yield; for example, 0.34 means a 34% yield). (1) The reactants are [OH-].[Na+].[F:3][C:4]([C:6]1[CH:11]=[CH:10][C:9]([CH3:12])=[CH:8][CH:7]=1)=[CH2:5].[CH:13]([Cl:16])(Cl)[Cl:14]. The catalyst is [Cl-].C([N+](CC)(CC)CC)C1C=CC=CC=1. The product is [Cl:14][C:13]1([Cl:16])[CH2:5][C:4]1([C:6]1[CH:11]=[CH:10][C:9]([CH3:12])=[CH:8][CH:7]=1)[F:3]. The yield is 0.860. (2) The reactants are [C:1](=[O:4])([O-])O.[Na+].[NH2:6][C:7]1[CH:16]=[CH:15][CH:14]=[C:13]2[C:8]=1[CH:9]=[CH:10][CH:11]=[C:12]2[OH:17].C(Cl)(Cl)=O.[C:22]([C:26]1[CH:34]=[CH:33][C:29]([C:30]([NH2:32])=[O:31])=[CH:28][CH:27]=1)([CH3:25])([CH3:24])[CH3:23]. The catalyst is C(Cl)Cl. The product is [C:22]([C:26]1[CH:27]=[CH:28][C:29]([C:30]([NH:32][C:1]([NH:6][C:7]2[C:8]3[C:13](=[C:12]([OH:17])[CH:11]=[CH:10][CH:9]=3)[CH:14]=[CH:15][CH:16]=2)=[O:4])=[O:31])=[CH:33][CH:34]=1)([CH3:25])([CH3:23])[CH3:24]. The yield is 0.105. (3) The reactants are [CH3:1][S:2][C:3]1[CH:4]=[C:5]([CH:9]=[CH:10][CH:11]=1)[C:6]([OH:8])=O.I.CN(C)CCCN=C=NCC.C(N(C(C)C)CC)(C)C.[CH3:33][C:34]([CH3:54])([CH3:53])[C:35]([N:37]1[C:45]2[C:40](=[CH:41][C:42]([NH:46][CH:47]3[CH2:52][CH2:51][CH2:50][NH:49][CH2:48]3)=[CH:43][CH:44]=2)[CH:39]=[N:38]1)=[O:36].Cl. The catalyst is CN(C=O)C. The product is [CH3:33][C:34]([CH3:54])([CH3:53])[C:35]([N:37]1[C:45]2[C:40](=[CH:41][C:42]([NH:46][CH:47]3[CH2:52][CH2:51][CH2:50][N:49]([C:6](=[O:8])[C:5]4[CH:9]=[CH:10][CH:11]=[C:3]([S:2][CH3:1])[CH:4]=4)[CH2:48]3)=[CH:43][CH:44]=2)[CH:39]=[N:38]1)=[O:36]. The yield is 0.530. (4) The reactants are S(Cl)(Cl)=O.[Br:5][CH2:6][C@@:7]([OH:12])([CH3:11])[C:8](O)=[O:9].CCN(CC)CC.[NH2:20][C:21]1[CH:22]=[CH:23][C:24]([C:31]#[N:32])=[C:25]([C:27]([F:30])([F:29])[F:28])[CH:26]=1. The catalyst is C1COCC1.O. The product is [Br:5][CH2:6][C@@:7]([OH:12])([CH3:11])[C:8]([NH:20][C:21]1[CH:22]=[CH:23][C:24]([C:31]#[N:32])=[C:25]([C:27]([F:28])([F:29])[F:30])[CH:26]=1)=[O:9]. The yield is 0.739. (5) The reactants are C(OC([NH:11][C:12]1[CH:17]=[CH:16][C:15]([C:18]2[CH2:23][CH2:22][N:21]([C:24]([O:26][C:27]([CH3:30])([CH3:29])[CH3:28])=[O:25])[CH2:20][CH:19]=2)=[CH:14][C:13]=1[CH3:31])=O)C1C=CC=CC=1. The catalyst is CO.[Pd]. The product is [NH2:11][C:12]1[CH:17]=[CH:16][C:15]([CH:18]2[CH2:19][CH2:20][N:21]([C:24]([O:26][C:27]([CH3:29])([CH3:28])[CH3:30])=[O:25])[CH2:22][CH2:23]2)=[CH:14][C:13]=1[CH3:31]. The yield is 0.760. (6) The reactants are CC1(C)[O:7][CH2:6][C:5]([NH2:32])([C:8]2[CH:17]=[CH:16][C:15]3[C:10](=[CH:11][CH:12]=[C:13]([O:18][C:19]4[CH:24]=[CH:23][C:22]([O:25][C:26]5[CH:31]=[CH:30][CH:29]=[CH:28][CH:27]=5)=[CH:21][CH:20]=4)[CH:14]=3)[CH:9]=2)[CH2:4][O:3]1.CO.Cl.O. No catalyst specified. The product is [NH2:32][C:5]([C:8]1[CH:17]=[CH:16][C:15]2[C:10](=[CH:11][CH:12]=[C:13]([O:18][C:19]3[CH:24]=[CH:23][C:22]([O:25][C:26]4[CH:31]=[CH:30][CH:29]=[CH:28][CH:27]=4)=[CH:21][CH:20]=3)[CH:14]=2)[CH:9]=1)([CH2:4][OH:3])[CH2:6][OH:7]. The yield is 0.780. (7) The reactants are [S:1]1[C:5]2[CH:6]=[CH:7][CH:8]=[CH:9][C:4]=2[CH:3]=[C:2]1[C:10]([OH:12])=O.[CH2:13]([CH2:15][NH2:16])[OH:14]. No catalyst specified. The product is [OH:14][CH2:13][CH2:15][NH:16][C:10]([C:2]1[S:1][C:5]2[CH:6]=[CH:7][CH:8]=[CH:9][C:4]=2[CH:3]=1)=[O:12]. The yield is 0.730. (8) The reactants are C([O:3][C:4](=[O:10])[CH:5](Cl)[C:6]([CH3:8])=O)C.[CH:11]([NH2:13])=[O:12].[OH-].[Na+]. The catalyst is CCOC(C)=O. The product is [CH3:8][C:6]1[N:13]=[CH:11][O:12][C:5]=1[C:4]([OH:3])=[O:10]. The yield is 0.645. (9) The reactants are C([O:3][C:4](=[O:23])[CH:5](C#N)[CH:6]([C:14]1[CH:19]=[CH:18][C:17]([Br:20])=[CH:16][CH:15]=1)[C:7]1[CH:12]=[CH:11][C:10]([Cl:13])=[CH:9][CH:8]=1)C.C(O)(=O)C.S(=O)(=O)(O)O. The catalyst is O. The product is [Br:20][C:17]1[CH:16]=[CH:15][C:14]([CH:6]([C:7]2[CH:8]=[CH:9][C:10]([Cl:13])=[CH:11][CH:12]=2)[CH2:5][C:4]([OH:23])=[O:3])=[CH:19][CH:18]=1. The yield is 0.500.